From a dataset of HIV replication inhibition screening data with 41,000+ compounds from the AIDS Antiviral Screen. Binary Classification. Given a drug SMILES string, predict its activity (active/inactive) in a high-throughput screening assay against a specified biological target. (1) The drug is COS(=O)(=O)O.C[S+](C)c1ccc(Cl)cc1. The result is 0 (inactive). (2) The compound is N#CC(=CN1C(=O)C(=Cc2cccc([N+](=O)[O-])c2)SC1=S)c1nc2ccccc2s1. The result is 0 (inactive). (3) The drug is N#Cc1ccsc1Nc1ccccc1[N+](=O)[O-]. The result is 1 (active). (4) The molecule is Cc1cc(O)c2c(c1)C(C13Cc4cc(O)c5c(c4C1C=CC(O)C3O)C(=O)c1c(O)ccc(O)c1C5=O)OC2=O. The result is 0 (inactive). (5) The molecule is O=C1COc2cc(N3CCN(c4cccc(C(F)(F)F)c4)CC3)ccc2N1. The result is 0 (inactive). (6) The result is 0 (inactive). The drug is CC1=CC(C)(C)C(C#N)(C#N)C(N)=C1C#N. (7) The molecule is CCCCCCN(CCCCCC)C(=O)C1=C(C)NC(C)=C(C(=O)N(CCCCCC)CCCCCC)C1. The result is 0 (inactive).